Dataset: Reaction yield outcomes from USPTO patents with 853,638 reactions. Task: Predict the reaction yield, written as a fraction of the theoretical maximum amount of product (1.0 means a 100% yield; for example, 0.34 means a 34% yield). (1) The reactants are [Si:1]([O:8][CH:9]1[CH2:14][CH2:13][CH:12]([C:15](=[O:29])[CH2:16][CH:17]2[C:25]3[C:20](=[CH:21][CH:22]=[CH:23][CH:24]=3)[C:19]3=[CH:26][N:27]=[CH:28][N:18]23)[CH2:11][CH2:10]1)([C:4]([CH3:7])([CH3:6])[CH3:5])([CH3:3])[CH3:2].[BH4-].[Na+]. The catalyst is CO. The product is [Si:1]([O:8][CH:9]1[CH2:14][CH2:13][CH:12]([CH:15]([OH:29])[CH2:16][CH:17]2[C:25]3[C:20](=[CH:21][CH:22]=[CH:23][CH:24]=3)[C:19]3=[CH:26][N:27]=[CH:28][N:18]23)[CH2:11][CH2:10]1)([C:4]([CH3:7])([CH3:5])[CH3:6])([CH3:3])[CH3:2]. The yield is 0.860. (2) The reactants are [CH2:1]([N:3]1[C:12]2[C:7](=[CH:8][C:9]([F:28])=[C:10]([N:13]3[CH2:18][CH2:17][N:16]([CH2:19][C:20]([C:22]4[CH:27]=[CH:26][CH:25]=[CH:24][CH:23]=4)=O)[CH2:15][CH2:14]3)[CH:11]=2)[C:6](=[O:29])[C:5]([C:30]([OH:32])=[O:31])=[CH:4]1)[CH3:2].Cl.[NH2:34][OH:35].C(=O)(O)[O-].[Na+].C(Cl)Cl. The catalyst is CO.O. The product is [CH2:1]([N:3]1[C:12]2[C:7](=[CH:8][C:9]([F:28])=[C:10]([N:13]3[CH2:14][CH2:15][N:16]([CH2:19][C:20](=[N:34][OH:35])[C:22]4[CH:27]=[CH:26][CH:25]=[CH:24][CH:23]=4)[CH2:17][CH2:18]3)[CH:11]=2)[C:6](=[O:29])[C:5]([C:30]([OH:32])=[O:31])=[CH:4]1)[CH3:2]. The yield is 0.680.